The task is: Binary Classification. Given a drug SMILES string, predict its activity (active/inactive) in a high-throughput screening assay against a specified biological target.. This data is from Cav3 T-type calcium channel HTS with 100,875 compounds. (1) The molecule is O=C(N1CCN(CC1)c1c(OC)cccc1)COc1c(OC)cccc1. The result is 0 (inactive). (2) The drug is S(=O)(=O)(N1CCC(CC1)c1sc2c(n1)cccc2)c1c(OCC)cc(S(=O)(=O)N2CCCCC2)c(OCC)c1. The result is 0 (inactive). (3) The drug is s1c2c(nc1NC(=O)C1Oc3c(OC1)cccc3)c(OC)ccc2OC. The result is 1 (active). (4) The compound is N(CCNc1ncnc2c1cccc2)(C)C. The result is 0 (inactive). (5) The drug is FC(F)(F)c1cn(Cc2ccc(cc2)C(=O)Nc2cc(cc(c2)C(F)(F)F)C(F)(F)F)c(=O)cc1. The result is 1 (active). (6) The compound is S(=O)(=O)(Nc1c(SCC(=O)Nc2sc(nn2)C(F)(F)F)cccc1)c1ccc(F)cc1. The result is 1 (active). (7) The drug is O=C(N1C(CCC1)C(=O)NCCc1cc(OC)c(OC)cc1)NC1CCCCC1. The result is 0 (inactive). (8) The compound is O=C(N1CCN(CC1)c1ccccc1)CCc1c(n2nc(cc2nc1C)c1ccccc1)C. The result is 1 (active).